Dataset: Catalyst prediction with 721,799 reactions and 888 catalyst types from USPTO. Task: Predict which catalyst facilitates the given reaction. (1) Reactant: Br[C:2]1[C:11]2[C:6](=[CH:7][CH:8]=[CH:9][CH:10]=2)[CH:5]=[C:4]([NH:12][C:13]([C:15]2([C:18]3[CH:28]=[CH:27][C:21]4[O:22][C:23]([F:26])([F:25])[O:24][C:20]=4[CH:19]=3)[CH2:17][CH2:16]2)=[O:14])[N:3]=1.[OH:29][CH2:30][C:31]1[CH:36]=[CH:35][C:34](B(O)O)=[CH:33][CH:32]=1.C([O-])([O-])=O.[Na+].[Na+]. Product: [F:25][C:23]1([F:26])[O:22][C:21]2[CH:27]=[CH:28][C:18]([C:15]3([C:13]([NH:12][C:4]4[N:3]=[C:2]([C:34]5[CH:35]=[CH:36][C:31]([CH2:30][OH:29])=[CH:32][CH:33]=5)[C:11]5[C:6]([CH:5]=4)=[CH:7][CH:8]=[CH:9][CH:10]=5)=[O:14])[CH2:17][CH2:16]3)=[CH:19][C:20]=2[O:24]1. The catalyst class is: 276. (2) Reactant: [CH3:1][N:2]([CH3:20])[C:3]([CH:5]1[CH2:10][CH2:9][N:8]([C:11]2[CH:16]=[CH:15][C:14]([N+:17]([O-])=O)=[CH:13][CH:12]=2)[CH2:7][CH2:6]1)=[O:4]. Product: [NH2:17][C:14]1[CH:13]=[CH:12][C:11]([N:8]2[CH2:9][CH2:10][CH:5]([C:3]([N:2]([CH3:20])[CH3:1])=[O:4])[CH2:6][CH2:7]2)=[CH:16][CH:15]=1. The catalyst class is: 19. (3) Reactant: Cl.Cl.[CH3:3][C@H:4]1[CH2:8][CH2:7][CH2:6][N:5]1[C@H:9]1[CH2:13][CH2:12][NH:11][CH2:10]1.Cl[C:15]1[CH:20]=[CH:19][C:18]([N+:21]([O-:23])=[O:22])=[C:17]([CH3:24])[N:16]=1.C(=O)([O-])[O-].[K+].[K+]. Product: [CH3:3][C@H:4]1[CH2:8][CH2:7][CH2:6][N:5]1[C@H:9]1[CH2:13][CH2:12][N:11]([C:15]2[CH:20]=[CH:19][C:18]([N+:21]([O-:23])=[O:22])=[C:17]([CH3:24])[N:16]=2)[CH2:10]1. The catalyst class is: 10. (4) Reactant: [Br:1][C:2]1[CH:3]=[C:4]([CH3:16])[C:5]([O:11][CH:12]2[CH2:15][CH2:14][CH2:13]2)=[C:6]([CH:10]=1)[C:7]([OH:9])=O.[CH2:17]([O:19][C:20]([C:22]1([NH2:31])[CH2:30][C:29]2[C:24](=[CH:25][CH:26]=[CH:27][CH:28]=2)[CH2:23]1)=[O:21])[CH3:18].CCN(C(C)C)C(C)C.CC(O)C.C(Cl)Cl. Product: [CH2:17]([O:19][C:20]([C:22]1([NH:31][C:7](=[O:9])[C:6]2[CH:10]=[C:2]([Br:1])[CH:3]=[C:4]([CH3:16])[C:5]=2[O:11][CH:12]2[CH2:15][CH2:14][CH2:13]2)[CH2:30][C:29]2[C:24](=[CH:25][CH:26]=[CH:27][CH:28]=2)[CH2:23]1)=[O:21])[CH3:18]. The catalyst class is: 2. (5) Reactant: [C:1]([O:5][C:6](=[O:21])[NH:7][C@H:8]([C:18](=O)[NH2:19])[CH2:9][O:10][CH2:11][C:12]1[CH:17]=[CH:16][CH:15]=[CH:14][CH:13]=1)([CH3:4])([CH3:3])[CH3:2].F[B-](F)(F)F.C([O+](CC)CC)C.[F:34][C:35]1[CH:36]=[C:37]([NH:42][C:43]2[CH:48]=[CH:47][CH:46]=[CH:45][N:44]=2)[C:38](N)=[CH:39][CH:40]=1. Product: [C:1]([O:5][C:6](=[O:21])[NH:7][C@H:8]([C:18]1[N:42]([C:43]2[CH:48]=[CH:47][CH:46]=[CH:45][N:44]=2)[C:37]2[CH:36]=[C:35]([F:34])[CH:40]=[CH:39][C:38]=2[N:19]=1)[CH2:9][O:10][CH2:11][C:12]1[CH:17]=[CH:16][CH:15]=[CH:14][CH:13]=1)([CH3:4])([CH3:3])[CH3:2]. The catalyst class is: 1. (6) Reactant: [CH:1](=O)[C:2]1[CH:7]=[CH:6][CH:5]=[CH:4][CH:3]=1.C(O[BH-](OC(=O)C)OC(=O)C)(=O)C.[Na+].[CH:23]12[NH:30][CH:27]([CH2:28][CH2:29]1)[CH2:26][CH:25]([NH:31][C:32]1[CH:33]=[C:34]3[C:38](=[CH:39][CH:40]=1)[NH:37][N:36]=[CH:35]3)[CH2:24]2. Product: [CH2:1]([N:30]1[CH:27]2[CH2:28][CH2:29][CH:23]1[CH2:24][CH:25]([NH:31][C:32]1[CH:33]=[C:34]3[C:38](=[CH:39][CH:40]=1)[NH:37][N:36]=[CH:35]3)[CH2:26]2)[C:2]1[CH:7]=[CH:6][CH:5]=[CH:4][CH:3]=1. The catalyst class is: 4. (7) The catalyst class is: 26. Reactant: [C:1]1([CH2:7][CH2:8][N:9]2[CH2:14][CH2:13][NH:12][CH2:11][CH2:10]2)[CH:6]=[CH:5][CH:4]=[CH:3][CH:2]=1.[O:15]1[CH2:20][CH2:19][N:18]([C:21]2[CH:28]=[CH:27][C:24]([CH:25]=O)=[CH:23][N:22]=2)[CH2:17][CH2:16]1.[BH-](OC(C)=O)(OC(C)=O)OC(C)=O.[Na+]. Product: [CH2:8]([N:9]1[CH2:10][CH2:11][N:12]([CH2:25][C:24]2[CH:27]=[CH:28][C:21]([N:18]3[CH2:19][CH2:20][O:15][CH2:16][CH2:17]3)=[N:22][CH:23]=2)[CH2:13][CH2:14]1)[CH2:7][C:1]1[CH:6]=[CH:5][CH:4]=[CH:3][CH:2]=1. (8) Product: [NH2:23][C:18]1[CH:19]=[CH:20][CH:21]=[C:22]2[C:17]=1[CH:16]=[CH:15][N:14]2[C:8]([C:5]1[CH:4]=[CH:3][C:2]([Cl:1])=[CH:7][CH:6]=1)([CH2:12][CH3:13])[CH2:9][C:10]#[N:11]. Reactant: [Cl:1][C:2]1[CH:7]=[CH:6][C:5]([C:8]([N:14]2[C:22]3[C:17](=[C:18]([NH:23]C(=O)OC(C)(C)C)[CH:19]=[CH:20][CH:21]=3)[CH:16]=[CH:15]2)([CH2:12][CH3:13])[CH2:9][C:10]#[N:11])=[CH:4][CH:3]=1. The catalyst class is: 209. (9) Reactant: [Cl:1][C:2]1[N:11]=[C:10](Cl)[C:9]2[C:4](=[CH:5][CH:6]=[C:7]([Br:13])[CH:8]=2)[N:3]=1.[NH:14]1[CH2:19][CH2:18][O:17][CH2:16][CH2:15]1. Product: [Cl:1][C:2]1[N:11]=[C:10]([N:14]2[CH2:19][CH2:18][O:17][CH2:16][CH2:15]2)[C:9]2[C:4](=[CH:5][CH:6]=[C:7]([Br:13])[CH:8]=2)[N:3]=1. The catalyst class is: 4. (10) Reactant: [CH3:1][C:2]1[NH:3][C:4]([C:22]([F:25])([F:24])[F:23])=[C:5]([C:20]#[N:21])[CH:6]([C:10]2[CH:11]=[C:12]3[C:16](=[CH:17][CH:18]=2)[NH:15][N:14]=[C:13]3[CH3:19])[C:7]=1[C:8]#[N:9].[C:26](=O)([O-])[O-].[Cs+].[Cs+].CI.O. Product: [CH3:26][N:3]1[C:4]([C:22]([F:25])([F:23])[F:24])=[C:5]([C:20]#[N:21])[CH:6]([C:10]2[CH:11]=[C:12]3[C:16](=[CH:17][CH:18]=2)[NH:15][N:14]=[C:13]3[CH3:19])[C:7]([C:8]#[N:9])=[C:2]1[CH3:1]. The catalyst class is: 121.